From a dataset of Forward reaction prediction with 1.9M reactions from USPTO patents (1976-2016). Predict the product of the given reaction. (1) The product is: [CH2:1]([C:5]1[CH:6]=[CH:7][C:8]([C:11]#[C:12][C:13]2[CH:38]=[CH:37][C:16]([CH2:17][N:18]([CH2:26][C:27]3[CH:36]=[CH:35][C:30]([C:31]([OH:33])=[O:32])=[CH:29][CH:28]=3)[C:19](=[O:25])[CH2:20][CH2:21][CH2:22][CH2:23][CH3:24])=[CH:15][CH:14]=2)=[CH:9][CH:10]=1)[CH2:2][CH2:3][CH3:4]. Given the reactants [CH2:1]([C:5]1[CH:10]=[CH:9][C:8]([C:11]#[C:12][C:13]2[CH:38]=[CH:37][C:16]([CH2:17][N:18]([CH2:26][C:27]3[CH:36]=[CH:35][C:30]([C:31]([O:33]C)=[O:32])=[CH:29][CH:28]=3)[C:19](=[O:25])[CH2:20][CH2:21][CH2:22][CH2:23][CH3:24])=[CH:15][CH:14]=2)=[CH:7][CH:6]=1)[CH2:2][CH2:3][CH3:4].[OH-].[Na+], predict the reaction product. (2) Given the reactants [Br:1][C:2]1[CH:3]=[CH:4][C:5]([O:10][CH3:11])=[C:6]([CH:9]=1)[CH:7]=O.C1(P(=[CH:31][C:32]([O:34][CH3:35])=[O:33])(C2C=CC=CC=2)C2C=CC=CC=2)C=CC=CC=1, predict the reaction product. The product is: [Br:1][C:2]1[CH:3]=[CH:4][C:5]([O:10][CH3:11])=[C:6](/[CH:7]=[CH:31]/[C:32]([O:34][CH3:35])=[O:33])[CH:9]=1. (3) Given the reactants [NH2:1][C:2]1[CH:7]=[CH:6][CH:5]=[CH:4][CH:3]=1.N1C=CC=CC=1.[CH3:14][O:15][C:16](=[O:29])[CH:17]=[CH:18][C:19]1[CH:24]=[CH:23][CH:22]=[CH:21][C:20]=1[S:25](Cl)(=[O:27])=[O:26], predict the reaction product. The product is: [CH3:14][O:15][C:16](=[O:29])[CH:17]=[CH:18][C:19]1[CH:24]=[CH:23][CH:22]=[CH:21][C:20]=1[S:25](=[O:26])(=[O:27])[NH:1][C:2]1[CH:7]=[CH:6][CH:5]=[CH:4][CH:3]=1. (4) Given the reactants [C:1]([O:5][C:6]([NH:8][CH2:9][C:10]1[CH:18]=[CH:17][C:13]([C:14](O)=[O:15])=[CH:12][CH:11]=1)=[O:7])([CH3:4])([CH3:3])[CH3:2], predict the reaction product. The product is: [C:1]([O:5][C:6](=[O:7])[NH:8][CH2:9][C:10]1[CH:11]=[CH:12][C:13]([CH2:14][OH:15])=[CH:17][CH:18]=1)([CH3:4])([CH3:2])[CH3:3]. (5) Given the reactants C([O:3][C:4](=[O:36])[C:5]([O:8][C:9]1[CH:14]=[CH:13][C:12]([O:15][CH2:16][CH2:17][C:18]2[N:19]=[C:20]([C:24]3[CH:29]=[CH:28][C:27]([C:30]4[CH:35]=[CH:34][CH:33]=[CH:32][CH:31]=4)=[CH:26][CH:25]=3)[S:21][C:22]=2[CH3:23])=[CH:11][CH:10]=1)([CH3:7])[CH3:6])C.[OH-].[Na+], predict the reaction product. The product is: [C:27]1([C:30]2[CH:35]=[CH:34][CH:33]=[CH:32][CH:31]=2)[CH:26]=[CH:25][C:24]([C:20]2[S:21][C:22]([CH3:23])=[C:18]([CH2:17][CH2:16][O:15][C:12]3[CH:13]=[CH:14][C:9]([O:8][C:5]([CH3:7])([CH3:6])[C:4]([OH:36])=[O:3])=[CH:10][CH:11]=3)[N:19]=2)=[CH:29][CH:28]=1. (6) Given the reactants [OH:1][C:2]12[CH2:16][CH:15]([CH3:17])[CH2:14][C:13](=[O:18])[CH:12]1[CH2:11][CH2:10][CH2:9][CH2:8][CH2:7][CH2:6][CH2:5][CH2:4][CH2:3]2.[CH:19](OCC)=[CH2:20].C1(C)C=CC(S([O-])(=O)=O)=CC=1.[NH+]1C=CC=CC=1.[NH4+].[Cl-], predict the reaction product. The product is: [CH:19]([O:1][C:2]12[CH2:16][CH:15]([CH3:17])[CH2:14][C:13](=[O:18])[CH:12]1[CH2:11][CH2:10][CH2:9][CH2:8][CH2:7][CH2:6][CH2:5][CH2:4][CH2:3]2)=[CH2:20]. (7) Given the reactants [CH2:1]([N:8]([CH2:12][CH2:13][OH:14])[CH2:9][CH2:10][OH:11])[C:2]1[CH:7]=[CH:6][CH:5]=[CH:4][CH:3]=1.C(N(CC)CC)C.Cl[C:23](Cl)([O:25]C(=O)OC(Cl)(Cl)Cl)Cl, predict the reaction product. The product is: [CH2:1]([N:8]1[CH2:12][CH2:13][O:14][C:23](=[O:25])[O:11][CH2:10][CH2:9]1)[C:2]1[CH:7]=[CH:6][CH:5]=[CH:4][CH:3]=1.